The task is: Predict which catalyst facilitates the given reaction.. This data is from Catalyst prediction with 721,799 reactions and 888 catalyst types from USPTO. (1) Product: [Br:1][C:2]1[CH:23]=[CH:22][C:5]2[N:6]([CH2:20][CH3:21])[C:7]([CH2:9][C:10]3[C:11]([C:13]4[CH:18]=[CH:17][CH:16]=[C:15]([F:19])[CH:14]=4)=[N:38][NH:31][CH:33]=3)=[N:8][C:4]=2[CH:3]=1. The catalyst class is: 14. Reactant: [Br:1][C:2]1[CH:23]=[CH:22][C:5]2[N:6]([CH2:20][CH3:21])[C:7]([CH2:9][CH2:10][C:11]([C:13]3[CH:18]=[CH:17][CH:16]=[C:15]([F:19])[CH:14]=3)=O)=[N:8][C:4]=2[CH:3]=1.CN(C([N:31]([CH3:33])C)N(C)C)C.C(O)(=O)C.[NH2:38]N. (2) Reactant: Cl[C:2]1[C:3]2[N:4]([C:12]([CH2:16][CH2:17][CH3:18])=[N:13][C:14]=2[CH3:15])[C:5]2[C:10]([N:11]=1)=[CH:9][CH:8]=[CH:7][CH:6]=2.C[Mg+].[Br-].[CH2:22](OCC)C.O. Product: [CH3:15][C:14]1[N:13]=[C:12]([CH2:16][CH2:17][CH3:18])[N:4]2[C:5]3[C:10](=[CH:9][CH:8]=[CH:7][CH:6]=3)[N:11]=[C:2]([CH3:22])[C:3]=12. The catalyst class is: 7. (3) Reactant: Cl.[N+:2]([C:5]1[CH:10]=[CH:9][C:8]([C:11]2[S:15][C:14]([CH:16]3[CH2:21][CH2:20][NH:19][CH2:18][CH2:17]3)=[N:13][CH:12]=2)=[CH:7][CH:6]=1)([O-:4])=[O:3].C(N(CC)CC)C.[S:29](O[S:29]([C:32]([F:35])([F:34])[F:33])(=[O:31])=[O:30])([C:32]([F:35])([F:34])[F:33])(=[O:31])=[O:30]. Product: [N+:2]([C:5]1[CH:6]=[CH:7][C:8]([C:11]2[S:15][C:14]([CH:16]3[CH2:21][CH2:20][N:19]([S:29]([C:32]([F:35])([F:34])[F:33])(=[O:31])=[O:30])[CH2:18][CH2:17]3)=[N:13][CH:12]=2)=[CH:9][CH:10]=1)([O-:4])=[O:3]. The catalyst class is: 4. (4) The catalyst class is: 31. Reactant: N.C[N:3](C(ON1N=NC2C=CC=NC1=2)=[N+](C)C)C.F[P-](F)(F)(F)(F)F.[F:26][C:27]1[CH:32]=[CH:31][C:30]([C:33]2[O:34][C:35]3[CH:44]=[C:43]([NH:45][S:46]([CH3:49])(=[O:48])=[O:47])[C:42]([O:50][CH:51]([CH3:53])[CH3:52])=[CH:41][C:36]=3[C:37]=2[C:38](O)=[O:39])=[CH:29][CH:28]=1. Product: [F:26][C:27]1[CH:32]=[CH:31][C:30]([C:33]2[O:34][C:35]3[CH:44]=[C:43]([NH:45][S:46]([CH3:49])(=[O:48])=[O:47])[C:42]([O:50][CH:51]([CH3:53])[CH3:52])=[CH:41][C:36]=3[C:37]=2[C:38]([NH2:3])=[O:39])=[CH:29][CH:28]=1. (5) The catalyst class is: 10. Reactant: [Br:1][C:2]1[CH:3]=[C:4]([CH:10]=[CH:11][CH:12]=1)[O:5][CH2:6][C:7](=O)[CH3:8].Cl.[Cl:14][C:15]1[CH:16]=[C:17]([NH:21]N)[CH:18]=[CH:19][CH:20]=1. Product: [Br:1][C:2]1[CH:3]=[C:4]([CH:10]=[CH:11][CH:12]=1)[O:5][C:6]1[C:18]2[C:17](=[CH:16][C:15]([Cl:14])=[CH:20][CH:19]=2)[NH:21][C:7]=1[CH3:8]. (6) Reactant: [C:1]([O:5][C:6]([N:8]1[CH2:13][C@@H:12]2[CH2:14][C@H:9]1[CH2:10][N:11]2[C:15]1[N:20]=[CH:19][C:18](Br)=[CH:17][N:16]=1)=[O:7])([CH3:4])([CH3:3])[CH3:2].[CH2:22]([Sn](CCCC)(CCCC)C=C)[CH2:23]CC.C(OCC)(=O)C.O. Product: [C:1]([O:5][C:6]([N:8]1[CH2:13][C@@H:12]2[CH2:14][C@H:9]1[CH2:10][N:11]2[C:15]1[N:20]=[CH:19][C:18]([CH:22]=[CH2:23])=[CH:17][N:16]=1)=[O:7])([CH3:4])([CH3:3])[CH3:2]. The catalyst class is: 3. (7) Reactant: [Cl:1][C:2]1[CH:3]=[CH:4][C:5]2[N:6]([N:8]=[C:9]([N:11]([C:17]3[CH:22]=[CH:21][C:20]([S:23]([CH3:26])(=[O:25])=[O:24])=[CH:19][C:18]=3[O:27][CH3:28])[C:12](=[O:16])[O:13][CH2:14]Cl)[N:10]=2)[CH:7]=1.[C:29]([O:33][C:34]([N:36]([CH3:44])[C@@H:37]([CH:41]([CH3:43])[CH3:42])[C:38]([O-:40])=[O:39])=[O:35])([CH3:32])([CH3:31])[CH3:30].[Cs+].O. Product: [C:29]([O:33][C:34]([N:36]([CH3:44])[C@H:37]([C:38]([O:40][CH2:14][O:13][C:12](=[O:16])[N:11]([C:9]1[N:10]=[C:5]2[CH:4]=[CH:3][C:2]([Cl:1])=[CH:7][N:6]2[N:8]=1)[C:17]1[CH:22]=[CH:21][C:20]([S:23]([CH3:26])(=[O:25])=[O:24])=[CH:19][C:18]=1[O:27][CH3:28])=[O:39])[CH:41]([CH3:43])[CH3:42])=[O:35])([CH3:30])([CH3:31])[CH3:32]. The catalyst class is: 3. (8) Reactant: [F:1][C:2]1[CH:10]=[C:9]([F:11])[CH:8]=[CH:7][C:3]=1[C:4](Cl)=[O:5].[NH2:12][C:13]([CH3:29])([CH2:16][N:17]1[CH:25]=[C:24]2[C:19]([C:20]([Cl:28])=[C:21]([Cl:27])[CH:22]=[C:23]2[Cl:26])=[N:18]1)[C:14]#[N:15]. Product: [C:14]([C:13]([NH:12][C:4](=[O:5])[C:3]1[CH:7]=[CH:8][C:9]([F:11])=[CH:10][C:2]=1[F:1])([CH3:29])[CH2:16][N:17]1[CH:25]=[C:24]2[C:19]([C:20]([Cl:28])=[C:21]([Cl:27])[CH:22]=[C:23]2[Cl:26])=[N:18]1)#[N:15]. The catalyst class is: 1. (9) Reactant: [F:1][C:2]([F:26])([C:20]1[CH:25]=[CH:24][CH:23]=[CH:22][CH:21]=1)[CH2:3][N:4]1[CH:8]=[C:7]([C:9]2[S:10][C:11]([C:15]([O:17]CC)=[O:16])=[C:12]([CH3:14])[N:13]=2)[N:6]=[N:5]1.O.[OH-].[Li+]. Product: [F:26][C:2]([F:1])([C:20]1[CH:21]=[CH:22][CH:23]=[CH:24][CH:25]=1)[CH2:3][N:4]1[CH:8]=[C:7]([C:9]2[S:10][C:11]([C:15]([OH:17])=[O:16])=[C:12]([CH3:14])[N:13]=2)[N:6]=[N:5]1. The catalyst class is: 30.